Dataset: Catalyst prediction with 721,799 reactions and 888 catalyst types from USPTO. Task: Predict which catalyst facilitates the given reaction. (1) Reactant: [Br:1][C:2]1[CH:6]=[N:5][N:4]([CH3:7])[C:3]=1[C:8]1[CH:9]=[C:10]([NH2:16])[CH:11]=[CH:12][C:13]=1[O:14][CH3:15].[Cl:17][C:18]1[CH:23]=[CH:22][C:21]([N:24]=[C:25]=[O:26])=[CH:20][CH:19]=1. Product: [Br:1][C:2]1[CH:6]=[N:5][N:4]([CH3:7])[C:3]=1[C:8]1[CH:9]=[C:10]([NH:16][C:25]([NH:24][C:21]2[CH:22]=[CH:23][C:18]([Cl:17])=[CH:19][CH:20]=2)=[O:26])[CH:11]=[CH:12][C:13]=1[O:14][CH3:15]. The catalyst class is: 2. (2) Reactant: Cl[CH2:2][C:3]1[CH:22]=[CH:21][C:6]([O:7][CH2:8][C:9]2[N:10]=[C:11]([C:15]3[CH:20]=[CH:19][CH:18]=[CH:17][CH:16]=3)[O:12][C:13]=2[CH3:14])=[CH:5][CH:4]=1.[OH:23][C:24]1[CH:29]=[CH:28][C:27]([O:30][CH2:31][O:32][CH3:33])=[CH:26][C:25]=1[CH2:34][C:35]#[N:36].CN(C)C=O.[H-].[Na+]. Product: [CH3:33][O:32][CH2:31][O:30][C:27]1[CH:28]=[CH:29][C:24]([O:23][CH2:2][C:3]2[CH:22]=[CH:21][C:6]([O:7][CH2:8][C:9]3[N:10]=[C:11]([C:15]4[CH:20]=[CH:19][CH:18]=[CH:17][CH:16]=4)[O:12][C:13]=3[CH3:14])=[CH:5][CH:4]=2)=[C:25]([CH2:34][C:35]#[N:36])[CH:26]=1. The catalyst class is: 6. (3) Reactant: [CH3:1][O:2][C:3]1[CH:4]=[C:5]([OH:12])[CH:6]=[C:7]([O:10][CH3:11])[C:8]=1[CH3:9].N1C=CC=CC=1.[F:19][C:20]([F:33])([F:32])[S:21](O[S:21]([C:20]([F:33])([F:32])[F:19])(=[O:23])=[O:22])(=[O:23])=[O:22].C([O-])(O)=O.[Na+]. Product: [F:19][C:20]([F:33])([F:32])[S:21]([O:12][C:5]1[CH:6]=[C:7]([O:10][CH3:11])[C:8]([CH3:9])=[C:3]([O:2][CH3:1])[CH:4]=1)(=[O:23])=[O:22]. The catalyst class is: 2. (4) Reactant: [C:1]([C:4]1[CH:11]=[CH:10][C:7]([CH:8]=O)=[CH:6][CH:5]=1)([OH:3])=[O:2].[C:12]1([S:18]([NH2:21])(=[O:20])=[O:19])[CH:17]=[CH:16][CH:15]=[CH:14][CH:13]=1.C1(C)C=CC=CC=1.C1(C)C=CC(S(O)(=O)=O)=CC=1. Product: [C:12]1([S:18]([N:21]=[C:8]=[C:7]2[CH:10]=[CH:11][C:4]([C:1]([OH:3])=[O:2])=[CH:5][CH2:6]2)(=[O:20])=[O:19])[CH:17]=[CH:16][CH:15]=[CH:14][CH:13]=1. The catalyst class is: 6. (5) Reactant: [Cl:1][C:2]1[CH:14]=[CH:13][C:5]([CH2:6][NH:7][C:8](=[O:12])[C:9](O)=[O:10])=[CH:4][C:3]=1[C:15]([F:18])([F:17])[F:16].Cl.[CH3:20][O:21][NH2:22].ON1C2C=CC=CC=2N=N1.CN1CCOCC1.Cl.C(N=C=NCCCN(C)C)C. Product: [Cl:1][C:2]1[CH:14]=[CH:13][C:5]([CH2:6][NH:7][C:8](=[O:12])[C:9]([NH:22][O:21][CH3:20])=[O:10])=[CH:4][C:3]=1[C:15]([F:18])([F:17])[F:16]. The catalyst class is: 124. (6) Reactant: Cl.[F:2][C:3]([F:15])([F:14])[O:4][C:5]1[CH:6]=[C:7]([C@H:11]([NH2:13])[CH3:12])[CH:8]=[CH:9][CH:10]=1.[C:16]([O-])(O)=[O:17].[Na+].ClC(Cl)(OC(=O)OC(Cl)(Cl)Cl)Cl. Product: [N:13]([C@@H:11]([C:7]1[CH:8]=[CH:9][CH:10]=[C:5]([O:4][C:3]([F:14])([F:15])[F:2])[CH:6]=1)[CH3:12])=[C:16]=[O:17]. The catalyst class is: 2.